The task is: Predict the reactants needed to synthesize the given product.. This data is from Full USPTO retrosynthesis dataset with 1.9M reactions from patents (1976-2016). (1) Given the product [Cl:1][C:2]1[CH:7]=[CH:6][CH:5]=[CH:4][C:3]=1[C:8]1[C:14]2[CH:15]=[C:16]([C:28]#[N:29])[C:17]([O:19][CH2:20][CH2:21][N:22]([CH2:24][CH2:25][O:26][CH3:27])[CH3:23])=[CH:18][C:13]=2[N:12]=[C:11]2[NH:40][NH:35][C:33]([CH3:34])=[C:10]2[N:9]=1, predict the reactants needed to synthesize it. The reactants are: [Cl:1][C:2]1[CH:7]=[CH:6][CH:5]=[CH:4][C:3]=1[C:8]1[C:14]2[CH:15]=[C:16]([C:28]#[N:29])[C:17]([O:19][CH2:20][CH2:21][N:22]([CH2:24][CH2:25][O:26][CH3:27])[CH3:23])=[CH:18][C:13]=2[NH:12][C:11](=S)[CH2:10][N:9]=1.CO[C:33](OC)([N:35](C)C)[CH3:34].[NH2:40]N. (2) Given the product [OH:31][C:32]1[CH:37]=[CH:36][C:35]([C:13]2[CH2:18][CH2:17][N:16]([C:19]([O:21][CH2:22][C:23]3[CH:28]=[CH:27][CH:26]=[CH:25][CH:24]=3)=[O:20])[CH2:15][CH:14]=2)=[CH:34][CH:33]=1, predict the reactants needed to synthesize it. The reactants are: C(=O)([O-])[O-].[Na+].[Na+].FC(F)(F)S(O[C:13]1[CH2:18][CH2:17][N:16]([C:19]([O:21][CH2:22][C:23]2[CH:28]=[CH:27][CH:26]=[CH:25][CH:24]=2)=[O:20])[CH2:15][CH:14]=1)(=O)=O.[OH:31][C:32]1[CH:37]=[CH:36][C:35](B(O)O)=[CH:34][CH:33]=1. (3) Given the product [NH2:1][C:2]1[CH:3]=[N:4][CH:5]=[C:6]([C:10]=1[CH3:11])[C:7]([O:9][CH3:17])=[O:8], predict the reactants needed to synthesize it. The reactants are: [NH2:1][C:2]1[CH:3]=[N:4][CH:5]=[C:6]([C:10]=1[CH3:11])[C:7]([OH:9])=[O:8].OS(O)(=O)=O.[CH3:17]O. (4) Given the product [CH2:1]([C@H:8]1[CH2:9][N:10]([C:14]2[CH:19]=[CH:18][C:17]([O:20][CH3:21])=[C:16]([O:22][CH:23]3[CH2:26][CH2:25][CH2:24]3)[CH:15]=2)[CH2:11][CH2:12][N:13]1[C:30](=[O:29])[CH2:31][C:32]1[NH:36][CH:35]=[N:34][N:33]=1)[C:2]1[CH:3]=[CH:4][CH:5]=[CH:6][CH:7]=1, predict the reactants needed to synthesize it. The reactants are: [CH2:1]([C@@H:8]1[NH:13][CH2:12][CH2:11][N:10]([C:14]2[CH:19]=[CH:18][C:17]([O:20][CH3:21])=[C:16]([O:22][CH:23]3[CH2:26][CH2:25][CH2:24]3)[CH:15]=2)[CH2:9]1)[C:2]1[CH:7]=[CH:6][CH:5]=[CH:4][CH:3]=1.C([O:29][C:30](=O)[CH2:31][C:32]1[NH:36][CH:35]=[N:34][N:33]=1)C. (5) Given the product [Br:11][C:12]1[CH:19]=[CH:18][CH:17]=[CH:16][C:13]=1/[CH:14]=[N:1]/[C@@H:2]([C:5]1[CH:10]=[CH:9][CH:8]=[CH:7][CH:6]=1)[CH2:3][OH:4], predict the reactants needed to synthesize it. The reactants are: [NH2:1][C@@H:2]([C:5]1[CH:10]=[CH:9][CH:8]=[CH:7][CH:6]=1)[CH2:3][OH:4].[Br:11][C:12]1[CH:19]=[CH:18][CH:17]=[CH:16][C:13]=1[CH:14]=O.S([O-])([O-])(=O)=O.[Mg+2].